This data is from HIV replication inhibition screening data with 41,000+ compounds from the AIDS Antiviral Screen. The task is: Binary Classification. Given a drug SMILES string, predict its activity (active/inactive) in a high-throughput screening assay against a specified biological target. (1) The molecule is CC(=O)OCC1OC(OCC2OC(N3C(=S)NC(C(O)C(O)C(O)CO)C3O)C(OC(C)=O)C(OC(C)=O)C2OC(C)=O)C(OC(C)=O)C(OC(C)=O)C1OC(C)=O. The result is 0 (inactive). (2) The drug is Cc1cc(C)c(-c2noc(-c3ccc(Cl)cc3)c2C2=NCCCN2)c(C)c1. The result is 0 (inactive). (3) The drug is COc1ccc(C=CC(=O)C(C)(C)CN2CCCCC2)cc1.Cl. The result is 0 (inactive). (4) The molecule is NNC(=S)NN=C(CC1OC(=O)c2ccccc21)c1ccccc1O. The result is 0 (inactive).